This data is from Full USPTO retrosynthesis dataset with 1.9M reactions from patents (1976-2016). The task is: Predict the reactants needed to synthesize the given product. Given the product [I:9][C:7]1[C:2]([CH3:1])=[CH:3][C:4]([NH2:8])=[N:5][CH:6]=1, predict the reactants needed to synthesize it. The reactants are: [CH3:1][C:2]1[CH:7]=[CH:6][N:5]=[C:4]([NH2:8])[CH:3]=1.[I:9](O)(=O)(=O)=O.S(=O)(=O)(O)O.II.